This data is from Catalyst prediction with 721,799 reactions and 888 catalyst types from USPTO. The task is: Predict which catalyst facilitates the given reaction. Reactant: [N+:1]([O-:4])([O-])=[O:2].[K+].[Cl:6][C:7]1[CH:12]=[CH:11][C:10]([F:13])=[CH:9][C:8]=1[O:14][CH3:15]. Product: [Cl:6][C:7]1[CH:12]=[C:11]([N+:1]([O-:4])=[O:2])[C:10]([F:13])=[CH:9][C:8]=1[O:14][CH3:15]. The catalyst class is: 82.